From a dataset of Catalyst prediction with 721,799 reactions and 888 catalyst types from USPTO. Predict which catalyst facilitates the given reaction. (1) Reactant: [C:9](O[C:9]([O:11][C:12]([CH3:15])([CH3:14])[CH3:13])=[O:10])([O:11][C:12]([CH3:15])([CH3:14])[CH3:13])=[O:10].Cl.[CH3:17][C:18]1([CH3:25])[NH:23][CH2:22][CH2:21][NH:20][C:19]1=[O:24].CCN(C(C)C)C(C)C. Product: [CH3:17][C:18]1([CH3:25])[C:19](=[O:24])[NH:20][CH2:21][CH2:22][N:23]1[C:9]([O:11][C:12]([CH3:13])([CH3:14])[CH3:15])=[O:10]. The catalyst class is: 61. (2) Reactant: [Cl:1][C:2]1[CH:7]=[CH:6][C:5]([N:8]2[C@@H:12]([C:13]3[CH:18]=[CH:17][CH:16]=[C:15]([OH:19])[CH:14]=3)[CH2:11][O:10][C:9]2=[O:20])=[CH:4][CH:3]=1.C([O-])([O-])=O.[K+].[K+].F[C:28]1[CH:35]=[CH:34][CH:33]=[CH:32][C:29]=1[C:30]#[N:31]. Product: [C:30]([C:29]1[CH:32]=[CH:33][CH:34]=[CH:35][C:28]=1[O:19][C:15]1[CH:14]=[C:13]([C@H:12]2[CH2:11][O:10][C:9](=[O:20])[N:8]2[C:5]2[CH:4]=[CH:3][C:2]([Cl:1])=[CH:7][CH:6]=2)[CH:18]=[CH:17][CH:16]=1)#[N:31]. The catalyst class is: 16. (3) Reactant: [F:1][C:2]1([F:60])[C@H:6]([O:7][C:8]([C:23]2[CH:28]=[CH:27][CH:26]=[CH:25][CH:24]=2)([C:17]2[CH:22]=[CH:21][CH:20]=[CH:19][CH:18]=2)[C:9]2[CH:14]=[CH:13][C:12]([O:15][CH3:16])=[CH:11][CH:10]=2)[C@@H:5]([CH:29]=[O:30])[O:4][C@H:3]1[N:31]1[CH:59]=[CH:58][C:35]([NH:36][C:37]([C:52]2[CH:57]=[CH:56][CH:55]=[CH:54][CH:53]=2)([C:46]2[CH:51]=[CH:50][CH:49]=[CH:48][CH:47]=2)[C:38]2[CH:43]=[CH:42][C:41]([O:44][CH3:45])=[CH:40][CH:39]=2)=[N:34][C:32]1=[O:33].[CH2:61]([Mg]Br)[CH2:62][CH3:63].N#N. Product: [F:60][C:2]1([F:1])[C@H:6]([O:7][C:8]([C:23]2[CH:24]=[CH:25][CH:26]=[CH:27][CH:28]=2)([C:17]2[CH:18]=[CH:19][CH:20]=[CH:21][CH:22]=2)[C:9]2[CH:10]=[CH:11][C:12]([O:15][CH3:16])=[CH:13][CH:14]=2)[C@@H:5]([CH:29]([CH2:61][CH2:62][CH3:63])[OH:30])[O:4][C@H:3]1[N:31]1[CH:59]=[CH:58][C:35]([NH:36][C:37]([C:46]2[CH:47]=[CH:48][CH:49]=[CH:50][CH:51]=2)([C:52]2[CH:53]=[CH:54][CH:55]=[CH:56][CH:57]=2)[C:38]2[CH:43]=[CH:42][C:41]([O:44][CH3:45])=[CH:40][CH:39]=2)=[N:34][C:32]1=[O:33]. The catalyst class is: 1.